This data is from Full USPTO retrosynthesis dataset with 1.9M reactions from patents (1976-2016). The task is: Predict the reactants needed to synthesize the given product. Given the product [N+:26]([O:1][CH2:2][C:3]1[N:8]=[C:7]([C:9]([O:11][CH2:12][O:13][C:14](=[O:25])[C:15]2[CH:20]=[CH:19][CH:18]=[CH:17][C:16]=2[O:21][C:22](=[O:24])[CH3:23])=[O:10])[CH:6]=[CH:5][CH:4]=1)([O-:28])=[O:27], predict the reactants needed to synthesize it. The reactants are: [OH:1][CH2:2][C:3]1[N:8]=[C:7]([C:9]([O:11][CH2:12][O:13][C:14](=[O:25])[C:15]2[CH:20]=[CH:19][CH:18]=[CH:17][C:16]=2[O:21][C:22](=[O:24])[CH3:23])=[O:10])[CH:6]=[CH:5][CH:4]=1.[N+:26]([O-])([OH:28])=[O:27].O.